The task is: Regression. Given a peptide amino acid sequence and an MHC pseudo amino acid sequence, predict their binding affinity value. This is MHC class I binding data.. This data is from Peptide-MHC class I binding affinity with 185,985 pairs from IEDB/IMGT. The peptide sequence is LIVSGIFPY. The MHC is HLA-B35:01 with pseudo-sequence HLA-B35:01. The binding affinity (normalized) is 0.592.